This data is from Catalyst prediction with 721,799 reactions and 888 catalyst types from USPTO. The task is: Predict which catalyst facilitates the given reaction. (1) The catalyst class is: 8. Reactant: [C:1]([C:3]1[C:13]2[O:12][CH2:11][CH2:10][N:9]([C:14]([O:16][C:17]([CH3:20])([CH3:19])[CH3:18])=[O:15])[CH2:8][C:7]=2[CH:6]=[CH:5][CH:4]=1)#[N:2].Cl.[NH2:22][OH:23].C(=O)(O)[O-].[Na+]. Product: [OH:23][NH:22][C:1](=[NH:2])[C:3]1[C:13]2[O:12][CH2:11][CH2:10][N:9]([C:14]([O:16][C:17]([CH3:19])([CH3:18])[CH3:20])=[O:15])[CH2:8][C:7]=2[CH:6]=[CH:5][CH:4]=1. (2) Reactant: [CH2:1]([N:5]1C[CH2:9][CH2:8][CH2:7][C:6]1=O)[CH:2]([CH3:4])[CH3:3].[CH3:12]S(O)(=O)=O.[C:17](=[O:20])([O-])[O-:18].[Na+].[Na+].[Br:23][C:24]1[CH:25]=[N:26][C:27](Cl)=[C:28]([CH:31]=1)[CH:29]=[O:30].Cl. Product: [Br:23][C:24]1[CH:31]=[C:28]([CH:29]=[O:30])[C:27]([N:5]([CH2:1][CH:2]([CH3:4])[CH3:3])[CH2:6][CH2:7][CH2:8][CH2:9][C:17]([O:18][CH3:12])=[O:20])=[N:26][CH:25]=1. The catalyst class is: 58.